Predict the reaction yield, written as a fraction of the theoretical maximum amount of product (1.0 means a 100% yield; for example, 0.34 means a 34% yield). From a dataset of Reaction yield outcomes from USPTO patents with 853,638 reactions. (1) The reactants are [C:1]([O:5][C:6]([NH:8][C@H:9]([CH:13]([CH3:15])[CH3:14])[C:10]([OH:12])=O)=[O:7])([CH3:4])([CH3:3])[CH3:2].[CH2:16]([NH:23][CH2:24][CH2:25][OH:26])[C:17]1[CH:22]=[CH:21][CH:20]=[CH:19][CH:18]=1.CN(C(ON1N=NC2C=CC=NC1=2)=[N+](C)C)C.F[P-](F)(F)(F)(F)F.CCN(CC)CC. The catalyst is C(Cl)Cl.O. The product is [C:1]([O:5][C:6](=[O:7])[NH:8][C@H:9]([CH:13]([CH3:15])[CH3:14])[C:10]([N:23]([CH2:16][C:17]1[CH:22]=[CH:21][CH:20]=[CH:19][CH:18]=1)[CH2:24][CH2:25][OH:26])=[O:12])([CH3:2])([CH3:3])[CH3:4]. The yield is 0.880. (2) The reactants are [C:1]([NH:4][NH:5][C:6](=[O:16])[C:7]1[CH:12]=[CH:11][C:10]([N+:13]([O-:15])=[O:14])=[CH:9][CH:8]=1)(=O)[CH3:2]. The catalyst is O=P(Cl)(Cl)Cl. The product is [CH3:2][C:1]1[O:16][C:6]([C:7]2[CH:8]=[CH:9][C:10]([N+:13]([O-:15])=[O:14])=[CH:11][CH:12]=2)=[N:5][N:4]=1. The yield is 0.890. (3) The reactants are [C:1]([O:5][C:6]([N:8]1[CH2:11][C:10]([C:19]#[N:20])([N:12](CC=C)CC=C)[CH2:9]1)=[O:7])([CH3:4])([CH3:3])[CH3:2].CN1C(=O)CC(=O)N(C)C1=O.C(=O)(O)[O-].[Na+]. The catalyst is ClCCl.C1C=CC([P]([Pd]([P](C2C=CC=CC=2)(C2C=CC=CC=2)C2C=CC=CC=2)([P](C2C=CC=CC=2)(C2C=CC=CC=2)C2C=CC=CC=2)[P](C2C=CC=CC=2)(C2C=CC=CC=2)C2C=CC=CC=2)(C2C=CC=CC=2)C2C=CC=CC=2)=CC=1. The product is [C:1]([O:5][C:6]([N:8]1[CH2:9][C:10]([NH2:12])([C:19]#[N:20])[CH2:11]1)=[O:7])([CH3:4])([CH3:2])[CH3:3]. The yield is 0.960. (4) The reactants are C([O:8][C:9]1[CH:14]=[CH:13][N:12]=[C:11]([NH:15][C:16]2[CH:17]=[C:18]([C:23]3[S:27][C:26]([C:28]([OH:34])([CH3:33])[C:29]([F:32])([F:31])[F:30])=[N:25][CH:24]=3)[CH:19]=[C:20]([CH3:22])[CH:21]=2)[N:10]=1)C1C=CC=CC=1.C(O)C.C(O)(=O)C.[H][H]. The catalyst is [Pd].CO.C(OCC)(=O)C. The product is [CH3:22][C:20]1[CH:21]=[C:16]([NH:15][C:11]2[N:10]=[C:9]([OH:8])[CH:14]=[CH:13][N:12]=2)[CH:17]=[C:18]([C:23]2[S:27][C:26]([C:28]([OH:34])([CH3:33])[C:29]([F:32])([F:30])[F:31])=[N:25][CH:24]=2)[CH:19]=1. The yield is 0.770.